This data is from Drug-target binding data from BindingDB using IC50 measurements. The task is: Regression. Given a target protein amino acid sequence and a drug SMILES string, predict the binding affinity score between them. We predict pIC50 (pIC50 = -log10(IC50 in M); higher means more potent). Dataset: bindingdb_ic50. (1) The drug is COc1ccc(-c2nc3ccc(NCc4ccc(Cl)c(Cl)c4)nc3n(CCC(N)=O)c2=O)cc1. The target protein (Q920R3) has sequence MAPDPVQTPDPASAQLRQMRYFTWEEVAQRSGREKERWLVIDRKVYNISDFSRRHPGGSRVISHYAGQDATDPFVAFHINKGLVRKYMNSLLIGELAPEQPSFEPTKNKALTDEFRELRATVERMGLMKANHLFFLFYLLHILLLDVAAWLTLWIFGTSLVPFTLCAVLLSTVQAQAGWLQHDFGHLSVFSTSTWNHLVHHFVIGHLKGAPASWWNHMHFQHHAKPNCFRKDPDINMHPLFFALGKVLSVELGKEKKKHMPYNHQHKYFFLIGPPALLPLYFQWYIFYFVVQRKKWVDLAWMLSFYVRVFFTYMPLLGLKGLLCLFFIVRFLESNWFVWVTQMNHIPMHIDHDRNVDWVSTQLQATCNVHQSAFNNWFSGHLNFQIEHHLFPTMPRHNYHKVAPLVQSLCAKYGIKYESKPLLTAFADIVYSLKESGQLWLDAYLHQ. The pIC50 is 7.5. (2) The compound is CC(C)C[C@H](NC(=O)c1ccc(F)cc1)C(=O)NCCC(=O)Oc1ccccc1. The target protein sequence is MRLFVLAVLTVGVLGSNDDLWHQWKRMYNKEYNGADDQHRRNIWEKNVKHIQEHNLRHDLGLVTYTLGLNQFTDMTFEEFKAKYLTEMSRASDILSHGVPYEANNRAVPDKIDWRESGYVTEVKDQGNCGSCWAFSTTGTMEGQYMKNERTSISFSEQQLVDCSRPWGNNGCGGGLMENAYQYLKQFGLETESSYPYTAVEGQCRYNKQLGVAKVTGFYTVHSGSEVELKNLVGAEGPAAVAVDVESDFMMYRSGIYQSQTCSPLRVNHAVLAVGYGTQGGTDYWIVKNSWGLSWGERGYIRMVRNRGNMCGIASLASLPMVARFP. The pIC50 is 4.2.